From a dataset of Forward reaction prediction with 1.9M reactions from USPTO patents (1976-2016). Predict the product of the given reaction. (1) Given the reactants F[B-](F)(F)F.[O:6]=[N+:7]=[O:8].[C:9]1([C:15]2[C:23]3[C:22]([NH:24][CH2:25][CH:26]([CH3:28])[CH3:27])=[N:21][CH:20]=[N:19][C:18]=3[O:17][C:16]=2[C:29]2[CH:34]=[CH:33][CH:32]=[CH:31][CH:30]=2)[CH:14]=[CH:13][CH:12]=[CH:11][CH:10]=1.O, predict the reaction product. The product is: [CH2:25]([NH:24][C:22]1[C:23]2[C:15]([C:9]3[CH:10]=[CH:11][CH:12]=[CH:13][CH:14]=3)=[C:16]([C:29]3[CH:34]=[CH:33][C:32]([N+:7]([O-:8])=[O:6])=[CH:31][CH:30]=3)[O:17][C:18]=2[N:19]=[CH:20][N:21]=1)[CH:26]([CH3:28])[CH3:27]. (2) Given the reactants [C:1]1([C:7]2[C:8]([CH2:12][OH:13])=[CH:9][O:10][CH:11]=2)[CH:6]=[CH:5][CH:4]=[CH:3][CH:2]=1, predict the reaction product. The product is: [C:1]1([C:7]2[C:8]([CH:12]=[O:13])=[CH:9][O:10][CH:11]=2)[CH:2]=[CH:3][CH:4]=[CH:5][CH:6]=1. (3) The product is: [O:11]1[C:15]2[CH:16]=[CH:17][CH:18]=[CH:19][C:14]=2[CH:13]=[C:12]1[C:20]1[N:24]2[N:25]=[C:26]([NH:7][C:5](=[O:6])[CH:4]([CH:1]3[CH2:3][CH2:2]3)[OH:8])[CH:27]=[CH:28][C:23]2=[N:22][CH:21]=1. Given the reactants [CH:1]1([CH:4]([OH:8])[C:5]([NH2:7])=[O:6])[CH2:3][CH2:2]1.[H-].[Na+].[O:11]1[C:15]2[CH:16]=[CH:17][CH:18]=[CH:19][C:14]=2[CH:13]=[C:12]1[C:20]1[N:24]2[N:25]=[C:26](Cl)[CH:27]=[CH:28][C:23]2=[N:22][CH:21]=1, predict the reaction product. (4) The product is: [CH3:34][O:33][CH:22]([O:21][CH3:20])[C:23]1[CH:28]=[CH:27][C:26]([N+:29]([O-:31])=[O:30])=[C:25]([NH:1][C:2]2[S:3][C:4]([C:17]([NH2:19])=[O:18])=[C:5]([C:7]3[CH:8]=[CH:9][C:10]([C:13]([F:16])([F:14])[F:15])=[CH:11][CH:12]=3)[N:6]=2)[CH:24]=1. Given the reactants [NH2:1][C:2]1[S:3][C:4]([C:17]([NH2:19])=[O:18])=[C:5]([C:7]2[CH:12]=[CH:11][C:10]([C:13]([F:16])([F:15])[F:14])=[CH:9][CH:8]=2)[N:6]=1.[CH3:20][O:21][CH:22]([O:33][CH3:34])[C:23]1[CH:28]=[CH:27][C:26]([N+:29]([O-:31])=[O:30])=[C:25](F)[CH:24]=1.C(=O)([O-])[O-].[Cs+].[Cs+].[Cl-].[NH4+], predict the reaction product.